Predict which catalyst facilitates the given reaction. From a dataset of Catalyst prediction with 721,799 reactions and 888 catalyst types from USPTO. Reactant: [CH2:1]([N:8]1[CH2:13][CH2:12][CH2:11][C@@H:10]([OH:14])[CH2:9]1)[C:2]1[CH:7]=[CH:6][CH:5]=[CH:4][CH:3]=1.[CH2:15]([N:18]=[C:19]=[O:20])[CH:16]=[CH2:17]. Product: [CH2:15]([NH:18][C:19]([O:14][CH:10]1[CH2:11][CH2:12][CH2:13][N:8]([CH2:1][C:2]2[CH:3]=[CH:4][CH:5]=[CH:6][CH:7]=2)[CH2:9]1)=[O:20])[CH:16]=[CH2:17]. The catalyst class is: 98.